This data is from TCR-epitope binding with 47,182 pairs between 192 epitopes and 23,139 TCRs. The task is: Binary Classification. Given a T-cell receptor sequence (or CDR3 region) and an epitope sequence, predict whether binding occurs between them. (1) Result: 0 (the TCR does not bind to the epitope). The epitope is ATDALMTGY. The TCR CDR3 sequence is CASSFGGNIQYF. (2) The epitope is KAYNVTQAF. The TCR CDR3 sequence is CASSQEHRGGSPLHF. Result: 1 (the TCR binds to the epitope). (3) The epitope is QYDPVAALF. The TCR CDR3 sequence is CSVDLEANYGYTF. Result: 1 (the TCR binds to the epitope). (4) The epitope is PKYVKQNTLKLAT. The TCR CDR3 sequence is CASSPYRAQNTEAFF. Result: 1 (the TCR binds to the epitope). (5) Result: 1 (the TCR binds to the epitope). The epitope is RLYYDSMSY. The TCR CDR3 sequence is CASSPTGGSGKAQYF.